Dataset: Forward reaction prediction with 1.9M reactions from USPTO patents (1976-2016). Task: Predict the product of the given reaction. Given the reactants [OH:1][C:2]1[C:7]([C:8]([OH:10])=O)=[CH:6][N:5]=[C:4]([N:11]2[CH:15]=[CH:14][CH:13]=[N:12]2)[N:3]=1.[CH3:16]CN(C(C)C)C(C)C.CN(C(ON1N=NC2C=CC=NC1=2)=[N+](C)C)C.F[P-](F)(F)(F)(F)F.Cl.[NH2:50][C@@H:51]([C:63]1[CH:68]=[CH:67][C:66]([F:69])=[CH:65][C:64]=1[F:70])[C:52]1[CH:57]=[CH:56][C:55]([P:58]([CH3:62])(=[O:61])[O:59][CH3:60])=[CH:54][CH:53]=1, predict the reaction product. The product is: [F:70][C:64]1[CH:65]=[C:66]([F:69])[CH:67]=[CH:68][C:63]=1[C@H:51]([NH:50][C:8]([C:7]1[C:2]([OH:1])=[N:3][C:4]([N:11]2[CH:15]=[CH:14][CH:13]=[N:12]2)=[N:5][CH:6]=1)=[O:10])[C:52]1[CH:53]=[CH:54][C:55]([P:58]([CH3:62])(=[O:61])[O:59][CH2:60][CH3:16])=[CH:56][CH:57]=1.